The task is: Predict the reaction yield, written as a fraction of the theoretical maximum amount of product (1.0 means a 100% yield; for example, 0.34 means a 34% yield).. This data is from Reaction yield outcomes from USPTO patents with 853,638 reactions. (1) The yield is 0.990. The product is [CH3:1][O:2][C:3](=[O:17])[C:4]1[CH:9]=[C:8]([NH2:10])[CH:7]=[CH:6][C:5]=1[O:13][CH:14]([F:15])[F:16]. The reactants are [CH3:1][O:2][C:3](=[O:17])[C:4]1[CH:9]=[C:8]([N+:10]([O-])=O)[CH:7]=[CH:6][C:5]=1[O:13][CH:14]([F:16])[F:15]. The catalyst is CO.[Pd]. (2) The reactants are [F:1][C:2]1[CH:7]=[CH:6][C:5]([CH2:8][C:9]2[CH:18]=[C:17]3[C:12]([C:13]([OH:26])=[C:14]([C:21]([O:23]CC)=O)[C:15](=[O:20])[N:16]3[CH3:19])=[N:11][CH:10]=2)=[CH:4][CH:3]=1.C(N(CC)CC)C.[CH3:34][S:35]([C:38]1[CH:43]=[CH:42][C:41]([CH2:44][CH2:45][NH2:46])=[CH:40][CH:39]=1)(=[O:37])=[O:36]. No catalyst specified. The product is [F:1][C:2]1[CH:3]=[CH:4][C:5]([CH2:8][C:9]2[CH:18]=[C:17]3[C:12]([C:13]([OH:26])=[C:14]([C:21]([NH:46][CH2:45][CH2:44][C:41]4[CH:40]=[CH:39][C:38]([S:35]([CH3:34])(=[O:37])=[O:36])=[CH:43][CH:42]=4)=[O:23])[C:15](=[O:20])[N:16]3[CH3:19])=[N:11][CH:10]=2)=[CH:6][CH:7]=1. The yield is 0.260.